This data is from Reaction yield outcomes from USPTO patents with 853,638 reactions. The task is: Predict the reaction yield, written as a fraction of the theoretical maximum amount of product (1.0 means a 100% yield; for example, 0.34 means a 34% yield). (1) The reactants are [O:1]=[C:2]1[C:7]2[NH:8][C:9]3[CH:10]=[CH:11][CH:12]=[CH:13][C:14]=3[C:6]=2[N:5]=[C:4]([S:15][CH2:16][C:17]([OH:19])=O)[N:3]1[C:20]1[CH:25]=[CH:24][CH:23]=[CH:22][CH:21]=1.[CH:26]1([NH2:34])[CH2:33][CH2:32][CH2:31][CH2:30][CH2:29][CH2:28][CH2:27]1.C(N(CC)CC)C.CN(C(ON1N=NC2C=CC=NC1=2)=[N+](C)C)C.F[P-](F)(F)(F)(F)F. No catalyst specified. The product is [CH:26]1([NH:34][C:17](=[O:19])[CH2:16][S:15][C:4]2[N:3]([C:20]3[CH:21]=[CH:22][CH:23]=[CH:24][CH:25]=3)[C:2](=[O:1])[C:7]3[NH:8][C:9]4[CH:10]=[CH:11][CH:12]=[CH:13][C:14]=4[C:6]=3[N:5]=2)[CH2:33][CH2:32][CH2:31][CH2:30][CH2:29][CH2:28][CH2:27]1. The yield is 1.00. (2) The reactants are [OH:1][CH:2]1[CH2:7][CH2:6][NH:5][CH2:4][CH2:3]1.O=[C:9]1[CH2:14][CH2:13][N:12]([C:15]([O:17][CH2:18][CH3:19])=[O:16])[CH2:11][CH2:10]1.[C-:20]#[N:21].C([Al+]CC)C. The catalyst is ClCCCl.CCOC(C)=O.CC(C)[O-].[Ti+4].CC(C)[O-].CC(C)[O-].CC(C)[O-]. The product is [C:20]([C:9]1([N:5]2[CH2:6][CH2:7][CH:2]([OH:1])[CH2:3][CH2:4]2)[CH2:14][CH2:13][N:12]([C:15]([O:17][CH2:18][CH3:19])=[O:16])[CH2:11][CH2:10]1)#[N:21]. The yield is 0.870. (3) The reactants are [C:1]([O:5][C:6](=[O:33])[N:7]([CH2:9][C:10]1[CH:14]=[C:13]([C:15]2[CH:20]=[CH:19][CH:18]=[C:17]([CH:21]=O)[C:16]=2[F:23])[N:12]([S:24]([C:27]2[CH:28]=[N:29][CH:30]=[CH:31][CH:32]=2)(=[O:26])=[O:25])[CH:11]=1)[CH3:8])([CH3:4])([CH3:3])[CH3:2].Cl.[NH2:35][OH:36].C([O-])(=O)C.[Na+].C(=O)([O-])O.[Na+]. The catalyst is CC(O)C. The product is [C:1]([O:5][C:6](=[O:33])[N:7]([CH2:9][C:10]1[CH:14]=[C:13]([C:15]2[CH:20]=[CH:19][CH:18]=[C:17]([CH:21]=[N:35][OH:36])[C:16]=2[F:23])[N:12]([S:24]([C:27]2[CH:28]=[N:29][CH:30]=[CH:31][CH:32]=2)(=[O:26])=[O:25])[CH:11]=1)[CH3:8])([CH3:3])([CH3:2])[CH3:4]. The yield is 0.800. (4) The reactants are [CH3:1][O:2][C:3]1[CH:4]=[C:5]2[C:10](=[CH:11][C:12]=1[O:13][CH3:14])[N:9]=[CH:8][CH:7]=[C:6]2[O:15][C:16]1[CH:22]=[CH:21][C:19]([NH2:20])=[CH:18][CH:17]=1.C1(C)C=CC=CC=1.C(N(CC)CC)C.ClC(Cl)(O[C:41](=[O:47])[O:42][C:43](Cl)(Cl)Cl)Cl.[Cl:49][C:50]1[CH:60]=[CH:59][CH:58]=[CH:57][C:51]=1[O:52][CH2:53][CH2:54]CO. The catalyst is C(Cl)Cl. The product is [CH3:1][O:2][C:3]1[CH:4]=[C:5]2[C:10](=[CH:11][C:12]=1[O:13][CH3:14])[N:9]=[CH:8][CH:7]=[C:6]2[O:15][C:16]1[CH:22]=[CH:21][C:19]([NH:20][C:41](=[O:47])[O:42][CH2:43][CH2:54][CH2:53][O:52][C:51]2[CH:57]=[CH:58][CH:59]=[CH:60][C:50]=2[Cl:49])=[CH:18][CH:17]=1. The yield is 0.690. (5) The reactants are [CH2:1]([N:8]([C@@H:19]([C:21]1[CH:26]=[CH:25][CH:24]=[CH:23][CH:22]=1)[CH3:20])[C@H:9]([CH3:18])[CH2:10][C:11](OC(C)(C)C)=[O:12])[C:2]1[CH:7]=[CH:6][CH:5]=[CH:4][CH:3]=1.[H-].[Al+3].[Li+].[H-].[H-].[H-]. The catalyst is C1COCC1.CCOCC. The product is [CH2:1]([N:8]([C@@H:19]([C:21]1[CH:22]=[CH:23][CH:24]=[CH:25][CH:26]=1)[CH3:20])[C@H:9]([CH3:18])[CH2:10][CH2:11][OH:12])[C:2]1[CH:3]=[CH:4][CH:5]=[CH:6][CH:7]=1. The yield is 0.780. (6) The reactants are Cl.O.[NH:3]([C:5]1[CH:13]=[CH:12][C:8]([C:9]([OH:11])=[O:10])=[CH:7][CH:6]=1)[NH2:4].[CH:14]12[CH2:23][CH:18]3[CH2:19][CH:20]([CH2:22][CH:16]([CH2:17]3)[CH:15]1[NH:24][C:25](=[O:37])[C:26](=[CH:33]N(C)C)[C:27](=O)[C:28]([CH3:31])([CH3:30])[CH3:29])[CH2:21]2. The catalyst is CO. The product is [CH:16]12[CH2:22][CH:20]3[CH2:19][CH:18]([CH2:23][CH:14]([CH2:21]3)[CH:15]1[NH:24][C:25]([C:26]1[CH:33]=[N:4][N:3]([C:5]3[CH:6]=[CH:7][C:8]([C:9]([OH:11])=[O:10])=[CH:12][CH:13]=3)[C:27]=1[C:28]([CH3:31])([CH3:30])[CH3:29])=[O:37])[CH2:17]2. The yield is 0.730. (7) The reactants are I[C:2]1[CH:11]=[CH:10][CH:9]=[CH:8][C:3]=1[C:4]([O:6][CH3:7])=[O:5].[CH2:12]([OH:17])[C@@H:13]([OH:16])[C:14]#[CH:15].CCN(CC)CC.N#N. The catalyst is C(#N)C.CCOC(C)=O.[Cu]I.C1C=CC([P]([Pd]([P](C2C=CC=CC=2)(C2C=CC=CC=2)C2C=CC=CC=2)([P](C2C=CC=CC=2)(C2C=CC=CC=2)C2C=CC=CC=2)[P](C2C=CC=CC=2)(C2C=CC=CC=2)C2C=CC=CC=2)(C2C=CC=CC=2)C2C=CC=CC=2)=CC=1. The product is [OH:16][C@H:13]([CH2:12][OH:17])[C:14]#[C:15][C:2]1[CH:11]=[CH:10][CH:9]=[CH:8][C:3]=1[C:4]([O:6][CH3:7])=[O:5]. The yield is 0.860. (8) The reactants are [N+:1]([C:4]1[CH:13]=[C:12]2[C:7]([CH2:8][CH2:9][CH2:10][C:11]2=[N:14]O)=[CH:6][CH:5]=1)([O-])=O. The catalyst is CO. The product is [CH:11]1([NH2:14])[C:12]2[C:7](=[CH:6][CH:5]=[C:4]([NH2:1])[CH:13]=2)[CH2:8][CH2:9][CH2:10]1. The yield is 0.960. (9) The reactants are Cl.[NH2:2][C:3]([NH2:5])=[NH:4].CCC([O-])(C)C.[Na+].C[O:14][C:15](=O)[C:16]1[CH:21]=[CH:20][C:19]([CH:22]2[CH2:27][CH2:26][N:25]([C:28](=[O:30])[CH3:29])[CH2:24][CH2:23]2)=[C:18]([C:31]([F:34])([F:33])[F:32])[CH:17]=1.O. The catalyst is CN(C)C=O. The product is [C:28]([N:25]1[CH2:26][CH2:27][CH:22]([C:19]2[CH:20]=[CH:21][C:16]([C:15]([NH:4][C:3]([NH2:5])=[NH:2])=[O:14])=[CH:17][C:18]=2[C:31]([F:34])([F:32])[F:33])[CH2:23][CH2:24]1)(=[O:30])[CH3:29]. The yield is 0.850.